This data is from Reaction yield outcomes from USPTO patents with 853,638 reactions. The task is: Predict the reaction yield, written as a fraction of the theoretical maximum amount of product (1.0 means a 100% yield; for example, 0.34 means a 34% yield). (1) The reactants are [CH3:1][S:2]([O:5][CH:6]1[CH2:11][CH2:10][C:9]([CH2:13][CH:14]=C)([OH:12])[CH2:8][CH2:7]1)(=[O:4])=[O:3].N1C(C)=CC=CC=1C.I([O-])(=O)(=O)=[O:25].[Na+].C([O-])(O)=O.[Na+]. The catalyst is O1CCOCC1.O.[Os](=O)(=O)(=O)=O. The product is [CH3:1][S:2]([O:5][CH:6]1[CH2:7][CH2:8][C:9]([OH:12])([CH2:13][CH:14]=[O:25])[CH2:10][CH2:11]1)(=[O:3])=[O:4]. The yield is 0.500. (2) The reactants are C[O:2][C:3](=[O:34])[CH2:4][C:5]1[CH:10]=[CH:9][C:8]([CH3:11])=[C:7]([S:12]([N:15]2[CH2:20][CH2:19][C:18]3[N:21]=[C:22]([C:24]4[CH:29]=[CH:28][C:27]([C:30]([F:33])([F:32])[F:31])=[CH:26][CH:25]=4)[S:23][C:17]=3[CH2:16]2)(=[O:14])=[O:13])[CH:6]=1.[Li+].[OH-].Cl. The catalyst is C1COCC1.O. The product is [CH3:11][C:8]1[CH:9]=[CH:10][C:5]([CH2:4][C:3]([OH:34])=[O:2])=[CH:6][C:7]=1[S:12]([N:15]1[CH2:20][CH2:19][C:18]2[N:21]=[C:22]([C:24]3[CH:25]=[CH:26][C:27]([C:30]([F:33])([F:31])[F:32])=[CH:28][CH:29]=3)[S:23][C:17]=2[CH2:16]1)(=[O:14])=[O:13]. The yield is 0.680. (3) The product is [CH:1]1[C:13]2[CH:12]([CH2:14][O:15][C:16](=[O:17])[NH:18][C@H:19]([C:25]([O:27][C:28]([CH3:29])([CH3:31])[CH3:30])=[O:26])[CH2:20][CH2:21][C:22](=[O:24])[NH:32][CH2:33][CH2:34][O:35][CH2:36][CH2:37][O:38][CH2:39][CH2:40][O:41][CH2:42][CH2:43][NH:44][C:45](=[O:51])[O:46][C:47]([CH3:49])([CH3:48])[CH3:50])[C:11]3[C:6](=[CH:7][CH:8]=[CH:9][CH:10]=3)[C:5]=2[CH:4]=[CH:3][CH:2]=1. The reactants are [CH:1]1[C:13]2[CH:12]([CH2:14][O:15][C:16]([NH:18][C@H:19]([C:25]([O:27][C:28]([CH3:31])([CH3:30])[CH3:29])=[O:26])[CH2:20][CH2:21][C:22]([OH:24])=O)=[O:17])[C:11]3[C:6](=[CH:7][CH:8]=[CH:9][CH:10]=3)[C:5]=2[CH:4]=[CH:3][CH:2]=1.[NH2:32][CH2:33][CH2:34][O:35][CH2:36][CH2:37][O:38][CH2:39][CH2:40][O:41][CH2:42][CH2:43][NH:44][C:45](=[O:51])[O:46][C:47]([CH3:50])([CH3:49])[CH3:48].C(N(CC)C(C)C)(C)C.F[P-](F)(F)(F)(F)F.C[N+](C)=C(N(C)C)ON1C2C=CC=CC=2N=N1. The yield is 0.990. The catalyst is C1COCC1. (4) The product is [CH:17]1([NH:16][C:15]2[N:10]3[N:9]=[C:8]([C:4]4[CH:5]=[CH:6][CH:7]=[C:2]([C:38]5[CH:39]=[CH:40][N:35]=[CH:36][CH:37]=5)[CH:3]=4)[C:22]([C:23]4[CH:28]=[CH:27][N:26]=[C:25]([NH:29][CH:30]5[CH2:31][CH2:32][CH2:33][CH2:34]5)[N:24]=4)=[C:11]3[CH:12]=[CH:13][CH:14]=2)[CH2:18][CH2:19][CH2:20][CH2:21]1. The reactants are Br[C:2]1[CH:3]=[C:4]([C:8]2[C:22]([C:23]3[CH:28]=[CH:27][N:26]=[C:25]([NH:29][CH:30]4[CH2:34][CH2:33][CH2:32][CH2:31]4)[N:24]=3)=[C:11]3[CH:12]=[CH:13][CH:14]=[C:15]([NH:16][CH:17]4[CH2:21][CH2:20][CH2:19][CH2:18]4)[N:10]3[N:9]=2)[CH:5]=[CH:6][CH:7]=1.[N:35]1[CH:40]=[CH:39][C:38](B(O)O)=[CH:37][CH:36]=1. No catalyst specified. The yield is 0.420.